Task: Predict the reactants needed to synthesize the given product.. Dataset: Full USPTO retrosynthesis dataset with 1.9M reactions from patents (1976-2016) (1) The reactants are: [Br:1][C:2]1[CH:3]=[CH:4][C:5]([F:9])=[C:6]([OH:8])[CH:7]=1.C([O-])([O-])=O.[K+].[K+].[CH2:16](I)[CH3:17]. Given the product [Br:1][C:2]1[CH:3]=[CH:4][C:5]([F:9])=[C:6]([O:8][CH2:16][CH3:17])[CH:7]=1, predict the reactants needed to synthesize it. (2) The reactants are: [Br:1][C:2]1[CH:7]=[C:6]([C:8]([OH:14])([CH3:13])[C:9]([F:12])([F:11])[F:10])[CH:5]=[CH:4][C:3]=1[N:15]1[CH2:20][CH2:19][N:18](C(OC(C)(C)C)=O)[CH2:17][CH2:16]1.Cl.O1CCOCC1.C(N(CC)CC)C.[S:42]1[CH:46]=[CH:45][CH:44]=[C:43]1[S:47](Cl)(=[O:49])=[O:48]. Given the product [Br:1][C:2]1[CH:7]=[C:6]([C:8]([OH:14])([CH3:13])[C:9]([F:10])([F:12])[F:11])[CH:5]=[CH:4][C:3]=1[N:15]1[CH2:16][CH2:17][N:18]([S:47]([C:43]2[S:42][CH:46]=[CH:45][CH:44]=2)(=[O:49])=[O:48])[CH2:19][CH2:20]1, predict the reactants needed to synthesize it.